From a dataset of Peptide-MHC class II binding affinity with 134,281 pairs from IEDB. Regression. Given a peptide amino acid sequence and an MHC pseudo amino acid sequence, predict their binding affinity value. This is MHC class II binding data. (1) The binding affinity (normalized) is 0. The peptide sequence is MIMIKFMGVIYIMII. The MHC is DRB1_0701 with pseudo-sequence DRB1_0701. (2) The peptide sequence is LRDDQRKVFRELVRN. The MHC is DRB3_0301 with pseudo-sequence DRB3_0301. The binding affinity (normalized) is 0.609. (3) The peptide sequence is CLSGEGWPYIGSRSQ. The MHC is DRB1_0101 with pseudo-sequence DRB1_0101. The binding affinity (normalized) is 0.139. (4) The peptide sequence is MGKATTEEQKLIEDV. The MHC is DRB1_1501 with pseudo-sequence DRB1_1501. The binding affinity (normalized) is 0. (5) The peptide sequence is EEPDDIDCWCYGVEN. The MHC is DRB1_1101 with pseudo-sequence DRB1_1101. The binding affinity (normalized) is 0. (6) The peptide sequence is TKCYKLEHPVTGCGERTE. The MHC is DRB1_0101 with pseudo-sequence DRB1_0101. The binding affinity (normalized) is 0.459.